This data is from Forward reaction prediction with 1.9M reactions from USPTO patents (1976-2016). The task is: Predict the product of the given reaction. Given the reactants [Br:1][C:2]1[C:3]([F:20])=[CH:4][C:5]2[O:11][CH2:10][CH2:9][N:8]3[C:12](I)=[C:13]([C:15]([NH2:17])=[O:16])[N:14]=[C:7]3[C:6]=2[CH:19]=1.C([N:28]1[CH:32]=[C:31](B2OC(C)(C)C(C)(C)O2)[CH:30]=[N:29]1)(OC(C)(C)C)=O.O, predict the reaction product. The product is: [Br:1][C:2]1[C:3]([F:20])=[CH:4][C:5]2[O:11][CH2:10][CH2:9][N:8]3[C:12]([C:31]4[CH:32]=[N:28][NH:29][CH:30]=4)=[C:13]([C:15]([NH2:17])=[O:16])[N:14]=[C:7]3[C:6]=2[CH:19]=1.